Dataset: Full USPTO retrosynthesis dataset with 1.9M reactions from patents (1976-2016). Task: Predict the reactants needed to synthesize the given product. (1) Given the product [CH2:28]([O:27][C:25](=[O:26])[CH2:24][O:14][C:11]1[CH:12]=[CH:13][C:8]([O:7][CH2:6][C:5]2[CH:15]=[CH:16][C:2]([F:1])=[CH:3][CH:4]=2)=[CH:9][CH:10]=1)[CH3:29], predict the reactants needed to synthesize it. The reactants are: [F:1][C:2]1[CH:16]=[CH:15][C:5]([CH2:6][O:7][C:8]2[CH:13]=[CH:12][C:11]([OH:14])=[CH:10][CH:9]=2)=[CH:4][CH:3]=1.C(=O)([O-])[O-].[K+].[K+].Br[CH2:24][C:25]([O:27][CH2:28][CH3:29])=[O:26].O. (2) Given the product [Br:52][CH2:2][CH2:3][O:4][C:5]1[CH:6]=[CH:7][C:8]([C:17]2[NH:26][C:25](=[O:27])[C:24]3[C:19](=[CH:20][C:21]([O:30][CH3:31])=[CH:22][C:23]=3[O:28][CH3:29])[N:18]=2)=[N:9][C:10]=1[C:11]1[CH:16]=[CH:15][CH:14]=[CH:13][CH:12]=1, predict the reactants needed to synthesize it. The reactants are: O[CH2:2][CH2:3][O:4][C:5]1[CH:6]=[CH:7][C:8]([C:17]2[NH:26][C:25](=[O:27])[C:24]3[C:19](=[CH:20][C:21]([O:30][CH3:31])=[CH:22][C:23]=3[O:28][CH3:29])[N:18]=2)=[N:9][C:10]=1[C:11]1[CH:16]=[CH:15][CH:14]=[CH:13][CH:12]=1.C1C=CC(P(C2C=CC=CC=2)C2C=CC=CC=2)=CC=1.C(Br)(Br)(Br)[Br:52]. (3) Given the product [S:11]1[C:15]2[CH:16]=[CH:17][CH:18]=[CH:19][C:14]=2[N:13]=[C:12]1[O:20][CH2:21][CH:22]1[CH2:27][CH2:26][CH2:25][N:24]([C:28]2[CH:35]=[CH:34][CH:33]=[CH:32][C:29]=2[C:30]([OH:6])=[O:31])[CH2:23]1, predict the reactants needed to synthesize it. The reactants are: Cl([O-])=O.[Na+].P([O-])(O)(O)=[O:6].[Na+].[S:11]1[C:15]2[CH:16]=[CH:17][CH:18]=[CH:19][C:14]=2[N:13]=[C:12]1[O:20][CH2:21][CH:22]1[CH2:27][CH2:26][CH2:25][N:24]([C:28]2[CH:35]=[CH:34][CH:33]=[CH:32][C:29]=2[CH:30]=[O:31])[CH2:23]1.CC(=CC)C.Cl. (4) Given the product [CH:11]([C:9]1[N:10]=[C:4]2[CH:3]=[C:2]([NH:15][C:14](=[O:21])[O:16][C:17]([CH3:20])([CH3:19])[CH3:18])[CH:7]=[CH:6][N:5]2[N:8]=1)([CH3:13])[CH3:12], predict the reactants needed to synthesize it. The reactants are: Br[C:2]1[CH:7]=[CH:6][N:5]2[N:8]=[C:9]([CH:11]([CH3:13])[CH3:12])[N:10]=[C:4]2[CH:3]=1.[C:14](=[O:21])([O:16][C:17]([CH3:20])([CH3:19])[CH3:18])[NH2:15].C(=O)([O-])[O-].[Cs+].[Cs+]. (5) Given the product [ClH:1].[CH3:2][N:3]1[C:7]2[CH2:8][CH2:9][NH:10][CH2:11][CH2:12][C:6]=2[C:5]2[CH:20]=[CH:21][C:22]([N:24]3[CH:29]=[CH:28][C:27]([C:30]4[CH:31]=[N:32][C:33]([C:36]([F:39])([F:38])[F:37])=[CH:34][CH:35]=4)=[CH:26][C:25]3=[O:40])=[N:23][C:4]1=2, predict the reactants needed to synthesize it. The reactants are: [ClH:1].[CH3:2][N:3]1[C:7]2[CH2:8][CH2:9][N:10](C(OC(C)(C)C)=O)[CH2:11][CH2:12][C:6]=2[C:5]2[CH:20]=[CH:21][C:22]([N:24]3[CH:29]=[CH:28][C:27]([C:30]4[CH:31]=[N:32][C:33]([C:36]([F:39])([F:38])[F:37])=[CH:34][CH:35]=4)=[CH:26][C:25]3=[O:40])=[N:23][C:4]1=2. (6) Given the product [CH3:1][O:2][C:3](=[O:21])[CH2:4][C:5]1[CH:10]=[CH:9][CH:8]=[C:7]([O:11][C:12]2[CH:17]=[CH:16][C:15]([Br:18])=[CH:14][C:13]=2[CH2:19][OH:20])[CH:6]=1, predict the reactants needed to synthesize it. The reactants are: [CH3:1][O:2][C:3](=[O:21])[CH2:4][C:5]1[CH:10]=[CH:9][CH:8]=[C:7]([O:11][C:12]2[CH:17]=[CH:16][C:15]([Br:18])=[CH:14][C:13]=2[CH:19]=[O:20])[CH:6]=1.[BH4-].[Na+].O.CCOC(C)=O. (7) Given the product [NH2:1][C:2]([NH2:4])=[O:3].[CH2:2]=[O:3].[N:4]1[C:11]([NH2:12])=[N:10][C:8]([NH2:9])=[N:7][C:5]=1[NH2:6], predict the reactants needed to synthesize it. The reactants are: [NH2:1][CH:2]=[O:3].[N:4]1[C:11]([NH2:12])=[N:10][C:8]([NH2:9])=[N:7][C:5]=1[NH2:6].